From a dataset of Catalyst prediction with 721,799 reactions and 888 catalyst types from USPTO. Predict which catalyst facilitates the given reaction. Reactant: [Cl:1][C:2]1[CH:7]=[CH:6][CH:5]=[C:4]([Cl:8])[C:3]=1[C:9]1[S:10][C:11]2[C:12](=O)[NH:13][CH:14]=[CH:15][C:16]=2[N:17]=1.P(Br)(Br)([Br:21])=O. Product: [Br:21][C:12]1[C:11]2[S:10][C:9]([C:3]3[C:2]([Cl:1])=[CH:7][CH:6]=[CH:5][C:4]=3[Cl:8])=[N:17][C:16]=2[CH:15]=[CH:14][N:13]=1. The catalyst class is: 23.